Dataset: Reaction yield outcomes from USPTO patents with 853,638 reactions. Task: Predict the reaction yield, written as a fraction of the theoretical maximum amount of product (1.0 means a 100% yield; for example, 0.34 means a 34% yield). The yield is 0.219. The reactants are [CH2:1]([OH:11])[CH2:2][CH2:3][CH2:4][CH2:5][CH2:6][CH2:7][CH2:8][CH2:9][OH:10].[OH-].[Na+].S(OC)(O[CH3:18])(=O)=O. The product is [CH3:18][O:11][CH2:1][CH2:2][CH2:3][CH2:4][CH2:5][CH2:6][CH2:7][CH2:8][CH2:9][OH:10]. The catalyst is CS(C)=O.O.